This data is from Full USPTO retrosynthesis dataset with 1.9M reactions from patents (1976-2016). The task is: Predict the reactants needed to synthesize the given product. (1) Given the product [CH2:1]([S:6]([O-:9])(=[O:8])=[O:7])[C:2](=[CH2:4])[CH3:3].[Na+:10].[Cl-:5].[Na+:10], predict the reactants needed to synthesize it. The reactants are: [CH2:1]([Cl:5])[C:2](=[CH2:4])[CH3:3].[S:6]([O-:9])([O-:8])=[O:7].[Na+:10].[Na+]. (2) The reactants are: [CH3:1][C:2]1[C:10]([O:11][C@@H:12]2[CH2:17][CH2:16][CH2:15][C@H:14]([NH2:18])[CH2:13]2)=[CH:9][CH:8]=[C:7]2[C:3]=1[CH:4]=[N:5][NH:6]2.[Cl:19][C:20]1[CH:27]=[CH:26][CH:25]=[CH:24][C:21]=1[CH:22]=O.C(O)(=O)C.C([BH3-])#N.[Na+].C(=O)([O-])O.[Na+]. Given the product [Cl:19][C:20]1[CH:27]=[CH:26][CH:25]=[CH:24][C:21]=1[CH2:22][NH:18][C@H:14]1[CH2:15][CH2:16][CH2:17][C@@H:12]([O:11][C:10]2[C:2]([CH3:1])=[C:3]3[C:7](=[CH:8][CH:9]=2)[NH:6][N:5]=[CH:4]3)[CH2:13]1, predict the reactants needed to synthesize it. (3) Given the product [Br:25][C:26]1[CH:31]=[CH:30][C:29]([F:32])=[CH:28][C:27]=1[O:1][CH:2]1[CH2:7][CH2:6][N:5]([C:8]2[N:13]=[N:12][C:11]([C:14]3[CH:15]=[N:16][CH:17]=[C:18]([CH:24]=3)[C:19]([O:21][CH2:22][CH3:23])=[O:20])=[CH:10][CH:9]=2)[CH2:4][CH2:3]1, predict the reactants needed to synthesize it. The reactants are: [OH:1][CH:2]1[CH2:7][CH2:6][N:5]([C:8]2[N:13]=[N:12][C:11]([C:14]3[CH:15]=[N:16][CH:17]=[C:18]([CH:24]=3)[C:19]([O:21][CH2:22][CH3:23])=[O:20])=[CH:10][CH:9]=2)[CH2:4][CH2:3]1.[Br:25][C:26]1[CH:31]=[CH:30][C:29]([F:32])=[CH:28][C:27]=1O.N(C(OCC)=O)=NC(OCC)=O.C1(P(C2C=CC=CC=2)C2C=CC=CC=2)C=CC=CC=1. (4) Given the product [Cl:27][C:24]1[CH:23]=[CH:22][C:21]([C:20]([C:4]2[C:3]3[C:2]([C:2]4[CH:3]=[CH:7][CH:8]=[CH:9][CH:10]=4)=[CH:10][C:9]([F:11])=[CH:8][C:7]=3[N:6]3[CH2:12][CH2:13][CH:14]([CH2:15][C:16]([OH:18])=[O:17])[C:5]=23)=[O:28])=[CH:26][CH:25]=1, predict the reactants needed to synthesize it. The reactants are: Br[C:2]1[C:3]2[C:4]([C:20](=[O:28])[C:21]3[CH:26]=[CH:25][C:24]([Cl:27])=[CH:23][CH:22]=3)=[C:5]3[CH:14]([CH2:15][C:16]([O:18]C)=[O:17])[CH2:13][CH2:12][N:6]3[C:7]=2[CH:8]=[C:9]([F:11])[CH:10]=1.[SnH4]. (5) Given the product [CH3:16][N:2]([CH3:1])[CH2:3][CH2:4][CH2:5][O:6][C:7]1[CH:8]=[CH:9][C:10]([NH2:13])=[CH:11][CH:12]=1, predict the reactants needed to synthesize it. The reactants are: [CH3:1][N:2]([CH3:16])[CH2:3][CH2:4][CH2:5][O:6][C:7]1[CH:12]=[CH:11][C:10]([N+:13]([O-])=O)=[CH:9][CH:8]=1.